From a dataset of Forward reaction prediction with 1.9M reactions from USPTO patents (1976-2016). Predict the product of the given reaction. The product is: [CH2:22]([NH:29][C:19]([C:12]1[N:13]([CH3:18])[C:14]2[C:10]([CH:11]=1)=[C:9]([OH:8])[CH:17]=[CH:16][CH:15]=2)=[O:21])[C:23]1[CH:28]=[CH:27][CH:26]=[CH:25][CH:24]=1. Given the reactants C([O:8][C:9]1[CH:17]=[CH:16][CH:15]=[C:14]2[C:10]=1[CH:11]=[C:12]([C:19]([OH:21])=O)[N:13]2[CH3:18])C1C=CC=CC=1.[CH2:22]([NH2:29])[C:23]1[CH:28]=[CH:27][CH:26]=[CH:25][CH:24]=1, predict the reaction product.